From a dataset of Full USPTO retrosynthesis dataset with 1.9M reactions from patents (1976-2016). Predict the reactants needed to synthesize the given product. (1) Given the product [NH2:76][C:77]1[CH:82]=[CH:81][C:80]([C:83]2[S:84][CH:85]=[CH:86][CH:87]=2)=[CH:79][C:78]=1[NH:88][C:43](=[O:42])[C:44]1[CH:45]=[CH:46][C:47]([C:50]2([C:56]3[S:57][CH:58]=[C:59]([C:61]4[CH:62]=[N:63][CH:64]=[CH:65][CH:66]=4)[N:60]=3)[CH2:55][CH2:54][O:53][CH2:52][CH2:51]2)=[CH:48][CH:49]=1, predict the reactants needed to synthesize it. The reactants are: N1C=CC=C(C(=O)C)C=1.BrBr.COC(=O)C1C=CC(C2(C(=S)N)CCOCC2)=CC=1.BrCC(C1C=NC=CC=1)=O.C[O:42][C:43](=O)[C:44]1[CH:49]=[CH:48][C:47]([C:50]2([C:56]3[S:57][CH:58]=[C:59]([C:61]4[CH:62]=[N:63][CH:64]=[CH:65][CH:66]=4)[N:60]=3)[CH2:55][CH2:54][O:53][CH2:52][CH2:51]2)=[CH:46][CH:45]=1.[OH-].[Na+].C(OC(=O)[NH:76][C:77]1[CH:82]=[CH:81][C:80]([C:83]2[S:84][CH:85]=[CH:86][CH:87]=2)=[CH:79][C:78]=1[NH2:88])(C)(C)C.CCN(C(C)C)C(C)C. (2) Given the product [CH3:29][C:2]1([CH3:1])[CH2:11][C:10]2[C:5](=[CH:6][CH:7]=[C:8]([C:12]([NH:40][S:37]([CH3:36])(=[O:39])=[O:38])=[O:14])[CH:9]=2)[NH:4][CH:3]1[C:15]1[CH:20]=[C:19]([N:21]2[CH2:22][CH2:23][O:24][CH2:25][CH2:26]2)[CH:18]=[C:17]([O:27][CH3:28])[CH:16]=1, predict the reactants needed to synthesize it. The reactants are: [CH3:1][C:2]1([CH3:29])[CH2:11][C:10]2[C:5](=[CH:6][CH:7]=[C:8]([C:12]([OH:14])=O)[CH:9]=2)[NH:4][CH:3]1[C:15]1[CH:20]=[C:19]([N:21]2[CH2:26][CH2:25][O:24][CH2:23][CH2:22]2)[CH:18]=[C:17]([O:27][CH3:28])[CH:16]=1.Cl.C(N=C=N)C.[CH3:36][S:37]([NH2:40])(=[O:39])=[O:38]. (3) Given the product [F:19][C:17]([C:20]1[CH:21]=[C:22]([N:26]2[C:30](=[O:31])[CH2:29][NH:28][C:27]2=[O:32])[CH:23]=[CH:24][CH:25]=1)([F:18])[CH2:16][O:15][CH2:14][CH2:13][CH2:12][CH2:11][CH2:10][CH2:9][OH:8], predict the reactants needed to synthesize it. The reactants are: C([O:8][CH2:9][CH2:10][CH2:11][CH2:12][CH2:13][CH2:14][O:15][CH2:16][C:17]([C:20]1[CH:21]=[C:22]([N:26]2[C:30](=[O:31])[CH2:29][NH:28][C:27]2=[O:32])[CH:23]=[CH:24][CH:25]=1)([F:19])[F:18])C1C=CC=CC=1. (4) Given the product [N:18]1([NH:24][C:25]([C:27]2[S:28][C:29]([C:32]([NH:34][N:35]=[C:15]([C:12]3[C:13]([OH:14])=[C:9]([C:4]4[CH:5]=[CH:6][C:7]([Cl:8])=[C:2]([Cl:1])[CH:3]=4)[S:10][CH:11]=3)[CH3:17])=[O:33])=[CH:30][CH:31]=2)=[O:26])[CH2:23][CH2:22][O:21][CH2:20][CH2:19]1, predict the reactants needed to synthesize it. The reactants are: [Cl:1][C:2]1[CH:3]=[C:4]([C:9]2[S:10][CH:11]=[C:12]([C:15]([CH3:17])=O)[C:13]=2[OH:14])[CH:5]=[CH:6][C:7]=1[Cl:8].[N:18]1([NH:24][C:25]([C:27]2[S:28][C:29]([C:32]([NH:34][NH2:35])=[O:33])=[CH:30][CH:31]=2)=[O:26])[CH2:23][CH2:22][O:21][CH2:20][CH2:19]1.O. (5) Given the product [CH3:17][NH:18][C:19]([C:21]1[C:22]2[CH:31]=[CH:30][C:29]([O:32][C:13]3[CH:12]=[CH:11][N:10]=[C:9]4[CH:8]=[C:7]([C:5]([N:1]5[CH2:4][CH2:3][CH2:2]5)=[O:6])[S:15][C:14]=34)=[CH:28][C:23]=2[O:24][C:25]=1[CH2:26][CH3:27])=[O:20], predict the reactants needed to synthesize it. The reactants are: [N:1]1([C:5]([C:7]2[S:15][C:14]3[C:9](=[N:10][CH:11]=[CH:12][C:13]=3Cl)[CH:8]=2)=[O:6])[CH2:4][CH2:3][CH2:2]1.[CH3:17][NH:18][C:19]([C:21]1[C:22]2[CH:31]=[CH:30][C:29]([OH:32])=[CH:28][C:23]=2[O:24][C:25]=1[CH2:26][CH3:27])=[O:20].C([O-])([O-])=O.[Cs+].[Cs+]. (6) Given the product [C:1]1([S:7]([N:10]2[C:14]3=[N:15][CH:16]=[C:17]([C:27]4[S:28][CH:29]=[CH:30][CH:31]=4)[CH:18]=[C:13]3[C:12]([C:20]#[N:21])=[CH:11]2)(=[O:9])=[O:8])[CH:6]=[CH:5][CH:4]=[CH:3][CH:2]=1, predict the reactants needed to synthesize it. The reactants are: [C:1]1([S:7]([N:10]2[C:14]3=[N:15][CH:16]=[C:17](Br)[CH:18]=[C:13]3[C:12]([C:20]#[N:21])=[CH:11]2)(=[O:9])=[O:8])[CH:6]=[CH:5][CH:4]=[CH:3][CH:2]=1.C([Sn](CCCC)(CCCC)[C:27]1[S:28][CH:29]=[CH:30][CH:31]=1)CCC.C1(C)C=CC=CC=1P(C1C=CC=CC=1C)C1C=CC=CC=1C. (7) Given the product [O:19]=[C:5]([N:6]1[CH2:7][CH2:8][CH:9]([O:12][C:13]2[CH:18]=[CH:17][CH:16]=[CH:15][CH:14]=2)[CH2:10][CH2:11]1)[C:4]([OH:20])=[O:3], predict the reactants needed to synthesize it. The reactants are: C([O:3][C:4](=[O:20])[C:5](=[O:19])[N:6]1[CH2:11][CH2:10][CH:9]([O:12][C:13]2[CH:18]=[CH:17][CH:16]=[CH:15][CH:14]=2)[CH2:8][CH2:7]1)C.